Task: Predict the reactants needed to synthesize the given product.. Dataset: Full USPTO retrosynthesis dataset with 1.9M reactions from patents (1976-2016) Given the product [F:18][C:19]([F:30])([F:29])[C:20]1[CH:25]=[CH:24][C:23]([C:2]2[CH:7]=[CH:6][N:5]=[C:4]([C:8]3[CH2:12][CH2:11][C@@:10]4([CH2:16][CH2:15][NH:14][C:13]4=[O:17])[N:9]=3)[CH:3]=2)=[CH:22][CH:21]=1, predict the reactants needed to synthesize it. The reactants are: Br[C:2]1[CH:7]=[CH:6][N:5]=[C:4]([C:8]2[CH2:12][CH2:11][C@@:10]3([CH2:16][CH2:15][NH:14][C:13]3=[O:17])[N:9]=2)[CH:3]=1.[F:18][C:19]([F:30])([F:29])[C:20]1[CH:25]=[CH:24][C:23](B(O)O)=[CH:22][CH:21]=1.C(=O)([O-])[O-].[Na+].[Na+].